Dataset: Peptide-MHC class I binding affinity with 185,985 pairs from IEDB/IMGT. Task: Regression. Given a peptide amino acid sequence and an MHC pseudo amino acid sequence, predict their binding affinity value. This is MHC class I binding data. (1) The peptide sequence is ATPYDINQML. The MHC is Mamu-A2601 with pseudo-sequence Mamu-A2601. The binding affinity (normalized) is 0. (2) The peptide sequence is GENPTWKQW. The MHC is Mamu-B52 with pseudo-sequence Mamu-B52. The binding affinity (normalized) is 0.574. (3) The peptide sequence is SYGCPTNPF. The MHC is HLA-B14:02 with pseudo-sequence HLA-B14:02. The binding affinity (normalized) is 0.213. (4) The peptide sequence is IIMKTPGNT. The MHC is HLA-A02:01 with pseudo-sequence HLA-A02:01. The binding affinity (normalized) is 0.162. (5) The peptide sequence is NPKTPKYKF. The MHC is HLA-B07:02 with pseudo-sequence HLA-B07:02. The binding affinity (normalized) is 0.0516.